Predict the reaction yield, written as a fraction of the theoretical maximum amount of product (1.0 means a 100% yield; for example, 0.34 means a 34% yield). From a dataset of Reaction yield outcomes from USPTO patents with 853,638 reactions. (1) The reactants are [C:1]([C:3]1[CH:4]=[C:5]([CH:16]=[CH:17][CH:18]=1)[C:6]([NH:8][C:9]1[C:10]([NH2:15])=[CH:11][CH:12]=[CH:13][CH:14]=1)=[O:7])#[N:2].C(N(CC)CC)C.[Cl:26][C:27]1[C:28]2[CH:38]=[CH:37][CH:36]=[CH:35][C:29]=2[S:30][C:31]=1[C:32](Cl)=[O:33]. The yield is 0.730. The product is [C:1]([C:3]1[CH:4]=[C:5]([CH:16]=[CH:17][CH:18]=1)[C:6]([NH:8][C:9]1[C:10]([NH:15][C:32]([C:31]2[S:30][C:29]3[CH:35]=[CH:36][CH:37]=[CH:38][C:28]=3[C:27]=2[Cl:26])=[O:33])=[CH:11][CH:12]=[CH:13][CH:14]=1)=[O:7])#[N:2]. The catalyst is C(Cl)Cl. (2) The reactants are Cl.[CH:2]([NH2:5])([CH3:4])[CH3:3].[Cl:6][C:7]1[CH:8]=[C:9]([CH:13]=[CH:14][C:15]=1[F:16])[C:10](O)=[O:11]. No catalyst specified. The product is [Cl:6][C:7]1[CH:8]=[C:9]([CH:13]=[CH:14][C:15]=1[F:16])[C:10]([NH:5][CH:2]([CH3:4])[CH3:3])=[O:11]. The yield is 0.810. (3) The reactants are [C:1]([C:4]1[C:17]2[NH:16][C:15]3[C:10](=[CH:11][CH:12]=[CH:13][CH:14]=3)[C:9](=[O:18])[C:8]=2[CH:7]=[CH:6][CH:5]=1)([OH:3])=O.C(N(CC)C(C)C)(C)C.F[P-](F)(F)(F)(F)F.N1(OC(N(C)C)=[N+](C)C)C2C=CC=CC=2N=N1.[NH2:52][CH2:53][CH2:54][CH2:55][CH2:56][CH2:57][C:58]([OH:60])=[O:59].Cl. The catalyst is O.CO.CN(C)C=O. The product is [O:18]=[C:9]1[C:8]2[CH:7]=[CH:6][CH:5]=[C:4]([C:1]([NH:52][CH2:53][CH2:54][CH2:55][CH2:56][CH2:57][C:58]([OH:60])=[O:59])=[O:3])[C:17]=2[NH:16][C:15]2[C:10]1=[CH:11][CH:12]=[CH:13][CH:14]=2. The yield is 0.620. (4) The reactants are [Br:1][C:2]1[C:9]([O:10][CH3:11])=[CH:8][C:5]([CH:6]=[O:7])=[CH:4][C:3]=1[O:12][CH3:13].C1(C)C(S([CH2:23][N+:24]#[C-:25])(=O)=O)=CC=CC=1. The catalyst is CO. The product is [Br:1][C:2]1[C:9]([O:10][CH3:11])=[CH:8][C:5]([C:6]2[O:7][CH:25]=[N:24][CH:23]=2)=[CH:4][C:3]=1[O:12][CH3:13]. The yield is 0.390. (5) The reactants are [C:1]([C:3]1[C:11]2[C:6](=[CH:7][C:8]([O:12]C)=[CH:9][CH:10]=2)[N:5]([CH2:14][CH3:15])[C:4]=1[C:16]#[C:17][C:18]1[CH:23]=[CH:22][C:21]([NH:24][C:25]([CH:27]2[CH2:29][CH2:28]2)=[O:26])=[CH:20][CH:19]=1)#[N:2].B(Br)(Br)Br. No catalyst specified. The product is [C:1]([C:3]1[C:11]2[C:6](=[CH:7][C:8]([OH:12])=[CH:9][CH:10]=2)[N:5]([CH2:14][CH3:15])[C:4]=1[C:16]#[C:17][C:18]1[CH:19]=[CH:20][C:21]([NH:24][C:25]([CH:27]2[CH2:28][CH2:29]2)=[O:26])=[CH:22][CH:23]=1)#[N:2]. The yield is 0.540. (6) The product is [N:1]([CH2:10][CH2:11][N:12]1[C:16]2[CH:17]=[CH:18][CH:19]=[CH:20][C:15]=2[N:14]=[C:13]1[CH2:21][N:22]1[C:26]2[CH:27]=[CH:28][CH:29]=[CH:30][C:25]=2[N:24]=[N:23]1)=[N+:2]=[N-:3]. The reactants are [N-:1]=[N+:2]=[N-:3].[Na+].CS(O[CH2:10][CH2:11][N:12]1[C:16]2[CH:17]=[CH:18][CH:19]=[CH:20][C:15]=2[N:14]=[C:13]1[CH2:21][N:22]1[C:26]2[CH:27]=[CH:28][CH:29]=[CH:30][C:25]=2[N:24]=[N:23]1)(=O)=O. The catalyst is CN(C)C=O.O. The yield is 0.940.